From a dataset of Reaction yield outcomes from USPTO patents with 853,638 reactions. Predict the reaction yield, written as a fraction of the theoretical maximum amount of product (1.0 means a 100% yield; for example, 0.34 means a 34% yield). (1) The reactants are C[Al](C)C.[Cl:5][C:6]1[CH:7]=[CH:8][C:9]([NH2:12])=[N:10][CH:11]=1.[Si:13]([O:30][CH2:31][CH2:32][O:33][CH2:34][C@H:35]([O:40][C:41]1[N:46]=[CH:45][N:44]=[C:43]2[N:47]([C:50]3[CH:55]=[C:54]([F:56])[CH:53]=[CH:52][C:51]=3[CH3:57])[N:48]=[CH:49][C:42]=12)[C:36](OC)=[O:37])([C:26]([CH3:29])([CH3:28])[CH3:27])([C:20]1[CH:25]=[CH:24][CH:23]=[CH:22][CH:21]=1)[C:14]1[CH:19]=[CH:18][CH:17]=[CH:16][CH:15]=1. The catalyst is C1(C)C=CC=CC=1.CCOC(C)=O. The product is [Si:13]([O:30][CH2:31][CH2:32][O:33][CH2:34][C@H:35]([O:40][C:41]1[N:46]=[CH:45][N:44]=[C:43]2[N:47]([C:50]3[CH:55]=[C:54]([F:56])[CH:53]=[CH:52][C:51]=3[CH3:57])[N:48]=[CH:49][C:42]=12)[C:36]([NH:12][C:9]1[CH:8]=[CH:7][C:6]([Cl:5])=[CH:11][N:10]=1)=[O:37])([C:26]([CH3:27])([CH3:28])[CH3:29])([C:20]1[CH:21]=[CH:22][CH:23]=[CH:24][CH:25]=1)[C:14]1[CH:15]=[CH:16][CH:17]=[CH:18][CH:19]=1. The yield is 0.726. (2) The product is [CH2:11]([S:7]([NH2:10])(=[O:9])=[O:8])[C:12]([CH3:15])([CH3:14])[CH3:13]. The catalyst is C(OCC)C. The yield is 0.270. The reactants are C1([S:7]([NH2:10])(=[O:9])=[O:8])CCCCC1.[CH2:11]([Mg]Cl)[C:12]([CH3:15])([CH3:14])[CH3:13]. (3) The reactants are [O:1]1[CH2:5][CH2:4][CH2:3][C@H:2]1[C:6]([OH:8])=O.CCN(CC)CC.F[P-](F)(F)(F)(F)F.N1(O[P+](N(C)C)(N(C)C)N(C)C)C2C=CC=CC=2N=N1.[F:43][C:44]([F:74])([F:73])[C:45]1[CH:46]=[C:47]([C:55]([CH3:72])([CH3:71])[C:56]([N:58]([CH3:70])[C@H:59]2[C@H:63]([C:64]3[CH:69]=[CH:68][CH:67]=[CH:66][CH:65]=3)[CH2:62][NH:61][CH2:60]2)=[O:57])[CH:48]=[C:49]([C:51]([F:54])([F:53])[F:52])[CH:50]=1. The catalyst is C1COCC1. The product is [F:53][C:51]([F:52])([F:54])[C:49]1[CH:48]=[C:47]([C:55]([CH3:71])([CH3:72])[C:56]([N:58]([CH3:70])[C@H:59]2[C@H:63]([C:64]3[CH:69]=[CH:68][CH:67]=[CH:66][CH:65]=3)[CH2:62][N:61]([C:6]([C@@H:2]3[CH2:3][CH2:4][CH2:5][O:1]3)=[O:8])[CH2:60]2)=[O:57])[CH:46]=[C:45]([C:44]([F:43])([F:73])[F:74])[CH:50]=1. The yield is 0.250. (4) The reactants are Br[C:2]1[CH:3]=[C:4]2[C:8](=[C:9]([C:11]#[N:12])[CH:10]=1)[NH:7][N:6]=[C:5]2[CH:13]1[CH2:18][CH2:17][N:16]([S:19]([CH2:22][CH3:23])(=[O:21])=[O:20])[CH2:15][CH2:14]1.[F:24][C:25]1[CH:26]=[C:27](B(O)O)[CH:28]=[C:29]([F:31])[CH:30]=1.C(=O)([O-])[O-:36].[K+].[K+]. The catalyst is O1CCOCC1.O. The product is [F:24][C:25]1[CH:26]=[C:27]([C:2]2[CH:3]=[C:4]3[C:8](=[C:9]([C:11]([NH2:12])=[O:36])[CH:10]=2)[NH:7][N:6]=[C:5]3[CH:13]2[CH2:14][CH2:15][N:16]([S:19]([CH2:22][CH3:23])(=[O:20])=[O:21])[CH2:17][CH2:18]2)[CH:28]=[C:29]([F:31])[CH:30]=1. The yield is 0.330. (5) The reactants are [F:1][C:2]1[C:10]([O:11][C:12]2[C:21]3[C:16](=[CH:17][C:18]([OH:24])=[C:19]([O:22][CH3:23])[CH:20]=3)[N:15]=[CH:14][N:13]=2)=[CH:9][CH:8]=[C:7]2[C:3]=1[CH:4]=[C:5]([CH3:25])[NH:6]2.[C:26]([N:29]1[CH2:34][CH2:33][N:32]([CH2:35][CH2:36][CH2:37]O)[CH2:31][CH2:30]1)(=[O:28])[CH3:27].C1(P(C2C=CC=CC=2)C2C=CC=CC=2)C=CC=CC=1.N(C(OC(C)C)=O)=NC(OC(C)C)=O. The catalyst is C(Cl)Cl. The product is [C:26]([N:29]1[CH2:34][CH2:33][N:32]([CH2:35][CH2:36][CH2:37][O:24][C:18]2[CH:17]=[C:16]3[C:21]([C:12]([O:11][C:10]4[C:2]([F:1])=[C:3]5[C:7](=[CH:8][CH:9]=4)[NH:6][C:5]([CH3:25])=[CH:4]5)=[N:13][CH:14]=[N:15]3)=[CH:20][C:19]=2[O:22][CH3:23])[CH2:31][CH2:30]1)(=[O:28])[CH3:27]. The yield is 0.600.